Predict the reaction yield, written as a fraction of the theoretical maximum amount of product (1.0 means a 100% yield; for example, 0.34 means a 34% yield). From a dataset of Reaction yield outcomes from USPTO patents with 853,638 reactions. (1) The reactants are [OH-:1].[Na+].[C:3]([O:7][CH2:8][C:9]1[CH:10]=[C:11]([C:15]2[N:23]3[C:18]([CH:19]=[N:20][C:21](S(C)(=O)=O)=[N:22]3)=[CH:17][CH:16]=2)[CH:12]=[CH:13][CH:14]=1)([CH3:6])([CH3:5])[CH3:4].Cl. No catalyst specified. The product is [C:3]([O:7][CH2:8][C:9]1[CH:10]=[C:11]([C:15]2[N:23]3[C:18]([CH:19]=[N:20][C:21]([OH:1])=[N:22]3)=[CH:17][CH:16]=2)[CH:12]=[CH:13][CH:14]=1)([CH3:6])([CH3:5])[CH3:4]. The yield is 1.00. (2) The reactants are Br[C:2]1[N:6]([S:7]([C:10]2[CH:15]=[CH:14][CH:13]=[CH:12][CH:11]=2)(=[O:9])=[O:8])[CH:5]=[C:4]([CH:16]=[O:17])[C:3]=1[CH3:18].[S:19]1[CH:23]=[CH:22][C:21](B(O)O)=[CH:20]1.C(=O)([O-])[O-].[Na+].[Na+].O. The catalyst is COCCOC. The product is [CH3:18][C:3]1[C:4]([CH:16]=[O:17])=[CH:5][N:6]([S:7]([C:10]2[CH:15]=[CH:14][CH:13]=[CH:12][CH:11]=2)(=[O:9])=[O:8])[C:2]=1[C:21]1[CH:22]=[CH:23][S:19][CH:20]=1. The yield is 0.830. (3) The reactants are C(OC(N=[C:7]=[S:8])=O)C.[O:9]([C:16]1[N:21]=[CH:20][C:19]([CH2:22][NH:23][C:24]2[N:25]=[CH:26][NH:27][C:28]=2[C:29]([NH2:31])=[O:30])=[CH:18][CH:17]=1)[C:10]1[CH:15]=[CH:14][CH:13]=[CH:12][CH:11]=1. The catalyst is ClCCl. The product is [O:9]([C:16]1[N:21]=[CH:20][C:19]([CH2:22][N:23]2[C:24]3[N:25]=[CH:26][NH:27][C:28]=3[C:29](=[O:30])[NH:31][C:7]2=[S:8])=[CH:18][CH:17]=1)[C:10]1[CH:15]=[CH:14][CH:13]=[CH:12][CH:11]=1. The yield is 0.120. (4) The reactants are [CH3:1][C:2]([C:7]1[CH:12]=[CH:11][CH:10]=[CH:9][CH:8]=1)([CH3:6])[C:3](O)=[O:4].S(Cl)(Cl)=O.C(=O)([O-])[O-].[K+].[K+].Cl.[CH3:24][NH:25][O:26][CH3:27].Cl. The catalyst is C1(C)C=CC=CC=1.O.C(OC)(C)(C)C. The product is [CH3:27][O:26][N:25]([CH3:24])[C:3](=[O:4])[C:2]([CH3:6])([C:7]1[CH:12]=[CH:11][CH:10]=[CH:9][CH:8]=1)[CH3:1]. The yield is 0.950. (5) The reactants are CCN(S(F)(F)[F:7])CC.O[CH:11]1[CH2:16][CH2:15][N:14]([CH2:17][C:18]#[N:19])[CH2:13][CH2:12]1. The catalyst is C(Cl)Cl. The product is [F:7][CH:11]1[CH2:16][CH2:15][N:14]([CH2:17][C:18]#[N:19])[CH2:13][CH2:12]1. The yield is 0.710. (6) The reactants are C[C:2]1([CH3:7])[CH:6]=[CH:5][CH:4]=[CH:3]1.[CH3:8][C:9]([CH3:11])=O.N1CCC[CH2:13]1.Cl. The catalyst is CO. The product is [CH3:7][C:2]1[C:3](=[C:9]([CH3:11])[CH3:8])[CH:4]=[C:5]([CH3:13])[CH:6]=1. The yield is 0.295. (7) The reactants are [CH3:1][O:2][C:3]([C:5]1[S:6][C:7]([C:31]2[CH2:36][CH2:35][C:34]([CH3:38])([CH3:37])[CH2:33][CH:32]=2)=[CH:8][C:9]=1[N:10]([C:22]([C@H:24]1[CH2:29][CH2:28][C@H:27]([CH3:30])[CH2:26][CH2:25]1)=[O:23])[CH:11]1[CH2:16][CH2:15][CH:14]([N:17]2[CH:21]=[N:20][CH:19]=[N:18]2)[CH2:13][CH2:12]1)=[O:4]. The catalyst is C(O)(=O)C.[OH-].[OH-].[Pd+2]. The product is [CH3:1][O:2][C:3]([C:5]1[S:6][C:7]([CH:31]2[CH2:32][CH2:33][C:34]([CH3:37])([CH3:38])[CH2:35][CH2:36]2)=[CH:8][C:9]=1[N:10]([C:22]([C@H:24]1[CH2:29][CH2:28][C@H:27]([CH3:30])[CH2:26][CH2:25]1)=[O:23])[CH:11]1[CH2:12][CH2:13][CH:14]([N:17]2[CH:21]=[N:20][CH:19]=[N:18]2)[CH2:15][CH2:16]1)=[O:4]. The yield is 0.950.